From a dataset of Full USPTO retrosynthesis dataset with 1.9M reactions from patents (1976-2016). Predict the reactants needed to synthesize the given product. (1) Given the product [CH3:5][O:6][C:7]([CH:9]1[CH2:13][CH2:12][CH2:11][N:10]1[CH2:2][CH3:3])=[O:8], predict the reactants needed to synthesize it. The reactants are: Br[CH2:2][CH3:3].Cl.[CH3:5][O:6][C:7]([CH:9]1[CH2:13][CH2:12][CH2:11][NH:10]1)=[O:8].C(=O)([O-])[O-].[Cs+].[Cs+].C(#N)C. (2) The reactants are: [CH2:1]=O.[CH3:3][C:4]1[C:8]([C:9]2[CH:10]=[C:11]([CH:13]=[CH:14][C:15]=2[O:16][CH3:17])[NH2:12])=[C:7]([CH3:18])[O:6][N:5]=1.[O-]S([O-])(=O)=O.[Mg+2].[C:25]1([C@H:31]([N:33]2[CH:37]=[CH:36][O:35][C:34]2=[O:38])[CH3:32])[CH:30]=[CH:29][CH:28]=[CH:27][CH:26]=1. Given the product [CH3:3][C:4]1[C:8]([C:9]2[C:15]([O:16][CH3:17])=[CH:14][C:13]3[CH:37]4[N:33]([C@@H:31]([C:25]5[CH:30]=[CH:29][CH:28]=[CH:27][CH:26]=5)[CH3:32])[C:34](=[O:38])[O:35][CH:36]4[CH2:1][NH:12][C:11]=3[CH:10]=2)=[C:7]([CH3:18])[O:6][N:5]=1, predict the reactants needed to synthesize it. (3) Given the product [F:1][C:2]([F:26])([F:27])[C:3]1[CH:4]=[C:5]([NH:9][C:10](=[O:25])[C:11](=[CH:33][C:32]2[CH:35]=[C:36]([O:38][CH3:39])[CH:37]=[C:30]([O:29][CH3:28])[CH:31]=2)[C:12]([NH:14][C:15]2[CH:20]=[CH:19][CH:18]=[C:17]([C:21]([F:24])([F:23])[F:22])[CH:16]=2)=[O:13])[CH:6]=[CH:7][CH:8]=1, predict the reactants needed to synthesize it. The reactants are: [F:1][C:2]([F:27])([F:26])[C:3]1[CH:4]=[C:5]([NH:9][C:10](=[O:25])[CH2:11][C:12]([NH:14][C:15]2[CH:20]=[CH:19][CH:18]=[C:17]([C:21]([F:24])([F:23])[F:22])[CH:16]=2)=[O:13])[CH:6]=[CH:7][CH:8]=1.[CH3:28][O:29][C:30]1[CH:31]=[C:32]([CH:35]=[C:36]([O:38][CH3:39])[CH:37]=1)[CH:33]=O.